This data is from Full USPTO retrosynthesis dataset with 1.9M reactions from patents (1976-2016). The task is: Predict the reactants needed to synthesize the given product. (1) Given the product [F:16][C:10]1[CH:11]=[C:12]([F:15])[CH:13]=[CH:14][C:9]=1[O:8][C:7]1[C:2]([C:31]2[C:30]3[C:25](=[CH:26][CH:27]=[CH:28][CH:29]=3)[C:24](=[O:42])[N:23]([CH3:22])[CH:32]=2)=[N:3][C:4]([CH2:17][S:18]([CH3:21])(=[O:20])=[O:19])=[N:5][CH:6]=1, predict the reactants needed to synthesize it. The reactants are: Cl[C:2]1[C:7]([O:8][C:9]2[CH:14]=[CH:13][C:12]([F:15])=[CH:11][C:10]=2[F:16])=[CH:6][N:5]=[C:4]([CH2:17][S:18]([CH3:21])(=[O:20])=[O:19])[N:3]=1.[CH3:22][N:23]1[CH:32]=[C:31](B2OC(C)(C)C(C)(C)O2)[C:30]2[C:25](=[CH:26][CH:27]=[CH:28][CH:29]=2)[C:24]1=[O:42]. (2) Given the product [C:1]([NH:5][C:6](=[O:7])[NH:8][C:9]1[C:10]([C:29]2[CH:34]=[C:33]([O:35][CH3:36])[CH:32]=[C:31]([O:37][CH3:38])[CH:30]=2)=[CH:11][C:12]2[CH:17]=[N:16][C:15]([N:18]([CH2:19][CH2:20][CH2:21][CH2:22][N:23]([CH2:24][CH3:25])[CH2:26][CH3:27])[C:39](=[O:42])[CH:40]=[CH2:41])=[N:14][C:13]=2[N:28]=1)([CH3:4])([CH3:2])[CH3:3], predict the reactants needed to synthesize it. The reactants are: [C:1]([NH:5][C:6]([NH:8][C:9]1[C:10]([C:29]2[CH:34]=[C:33]([O:35][CH3:36])[CH:32]=[C:31]([O:37][CH3:38])[CH:30]=2)=[CH:11][C:12]2[CH:17]=[N:16][C:15]([NH:18][CH2:19][CH2:20][CH2:21][CH2:22][N:23]([CH2:26][CH3:27])[CH2:24][CH3:25])=[N:14][C:13]=2[N:28]=1)=[O:7])([CH3:4])([CH3:3])[CH3:2].[C:39](Cl)(=[O:42])[CH:40]=[CH2:41].C(N(C(C)C)CC)(C)C. (3) Given the product [NH:18]1[C:19]([CH2:20][C:21]2[CH:28]=[CH:27][C:24]([C:25]3[NH:6][C:4](=[O:5])[C:3]4[C:2](=[CH:10][C:9]([O:11][CH3:12])=[CH:8][C:7]=4[O:13][CH3:14])[N:1]=3)=[CH:23][CH:22]=2)=[N:15][N:16]=[N:17]1, predict the reactants needed to synthesize it. The reactants are: [NH2:1][C:2]1[CH:10]=[C:9]([O:11][CH3:12])[CH:8]=[C:7]([O:13][CH3:14])[C:3]=1[C:4]([NH2:6])=[O:5].[NH:15]1[C:19]([CH2:20][C:21]2[CH:28]=[CH:27][C:24]([CH:25]=O)=[CH:23][CH:22]=2)=[N:18][N:17]=[N:16]1.S([O-])(O)=O.[Na+].C1(C)C=CC(S(O)(=O)=O)=CC=1. (4) Given the product [CH2:1]([O:8][C:9]1[C:10]([F:32])=[C:11]([C:28]([F:31])=[CH:29][CH:30]=1)[CH2:12][C:13]1[C:21]2[C:16](=[N:17][CH:18]=[C:19]([C:22]3[CH:23]=[N:24][CH:25]=[CH:26][CH:27]=3)[CH:20]=2)[N:15]([Si:38]([CH:42]([CH3:44])[CH3:43])([CH:39]([CH3:41])[CH3:40])[CH:35]([CH3:37])[CH3:36])[CH:14]=1)[C:2]1[CH:7]=[CH:6][CH:5]=[CH:4][CH:3]=1, predict the reactants needed to synthesize it. The reactants are: [CH2:1]([O:8][C:9]1[C:10]([F:32])=[C:11]([C:28]([F:31])=[CH:29][CH:30]=1)[CH2:12][C:13]1[C:21]2[C:16](=[N:17][CH:18]=[C:19]([C:22]3[CH:23]=[N:24][CH:25]=[CH:26][CH:27]=3)[CH:20]=2)[NH:15][CH:14]=1)[C:2]1[CH:7]=[CH:6][CH:5]=[CH:4][CH:3]=1.[H-].[Na+].[CH:35]([Si:38](Cl)([CH:42]([CH3:44])[CH3:43])[CH:39]([CH3:41])[CH3:40])([CH3:37])[CH3:36].O. (5) Given the product [F:11][C:10]([F:13])([F:12])[O:9][C:6]1[CH:7]=[CH:8][C:3]([B:14]([OH:19])[OH:15])=[CH:4][CH:5]=1, predict the reactants needed to synthesize it. The reactants are: [Mg].Br[C:3]1[CH:8]=[CH:7][C:6]([O:9][C:10]([F:13])([F:12])[F:11])=[CH:5][CH:4]=1.[B:14](OC(C)C)([O:19]C(C)C)[O:15]C(C)C.Cl. (6) Given the product [CH3:14][C:7]1[NH:8][C:9]([CH:12]=[C:25]2[C:24]3[C:28](=[CH:29][C:21]([N:15]4[CH2:20][CH2:19][O:18][CH2:17][CH2:16]4)=[CH:22][CH:23]=3)[NH:27][C:26]2=[O:30])=[C:10]([CH3:11])[C:6]=1[CH2:5][CH2:4][C:1]([OH:3])=[O:2], predict the reactants needed to synthesize it. The reactants are: [C:1]([CH2:4][CH2:5][C:6]1[C:10]([CH3:11])=[C:9]([CH:12]=O)[NH:8][C:7]=1[CH3:14])([OH:3])=[O:2].[N:15]1([C:21]2[CH:29]=[C:28]3[C:24]([CH2:25][C:26](=[O:30])[NH:27]3)=[CH:23][CH:22]=2)[CH2:20][CH2:19][O:18][CH2:17][CH2:16]1.N1CCCCC1.